This data is from Full USPTO retrosynthesis dataset with 1.9M reactions from patents (1976-2016). The task is: Predict the reactants needed to synthesize the given product. (1) Given the product [Br:1][C:2]1[CH:3]=[CH:4][C:5]2[O:14][CH2:13][CH2:12][C:11]3[S:10][C:9]([C:15]4[O:16][CH:20]=[N:18][N:17]=4)=[N:8][C:7]=3[C:6]=2[CH:19]=1, predict the reactants needed to synthesize it. The reactants are: [Br:1][C:2]1[CH:3]=[CH:4][C:5]2[O:14][CH2:13][CH2:12][C:11]3[S:10][C:9]([C:15]([NH:17][NH2:18])=[O:16])=[N:8][C:7]=3[C:6]=2[CH:19]=1.[C:20]1(C)C=CC(S(O)(=O)=O)=CC=1.C(OCC)C. (2) The reactants are: [Si:1]([O:8][CH2:9][CH2:10][CH2:11][C:12]([C:14]1[CH:18]=[C:17]([CH2:19][O:20][Si:21]([CH:28]([CH3:30])[CH3:29])([CH:25]([CH3:27])[CH3:26])[CH:22]([CH3:24])[CH3:23])[S:16][CH:15]=1)=[O:13])([C:4]([CH3:7])([CH3:6])[CH3:5])([CH3:3])[CH3:2].[CH:31]1([Mg]Br)[CH2:33][CH2:32]1. Given the product [Si:1]([O:8][CH2:9][CH2:10][CH2:11][C:12]([CH:31]1[CH2:33][CH2:32]1)([C:14]1[CH:18]=[C:17]([CH2:19][O:20][Si:21]([CH:25]([CH3:27])[CH3:26])([CH:22]([CH3:23])[CH3:24])[CH:28]([CH3:30])[CH3:29])[S:16][CH:15]=1)[OH:13])([C:4]([CH3:5])([CH3:7])[CH3:6])([CH3:3])[CH3:2], predict the reactants needed to synthesize it. (3) Given the product [N:35]1[CH:40]=[CH:39][CH:38]=[CH:37][C:36]=1[CH2:41][NH:42][C:29](=[O:30])[CH:28]([N:26]1[CH:27]=[C:23]([C:21]2[CH:20]=[N:19][N:18]3[C:14]([C:10]4[CH:11]=[CH:12][CH:13]=[C:8]([NH:7][C:5]([NH:4][CH2:3][C:2]([F:33])([F:1])[F:34])=[O:6])[CH:9]=4)=[CH:15][N:16]=[C:17]3[CH:22]=2)[CH:24]=[N:25]1)[CH3:32], predict the reactants needed to synthesize it. The reactants are: [F:1][C:2]([F:34])([F:33])[CH2:3][NH:4][C:5]([NH:7][C:8]1[CH:9]=[C:10]([C:14]2[N:18]3[N:19]=[CH:20][C:21]([C:23]4[CH:24]=[N:25][N:26]([CH:28]([CH3:32])[C:29](O)=[O:30])[CH:27]=4)=[CH:22][C:17]3=[N:16][CH:15]=2)[CH:11]=[CH:12][CH:13]=1)=[O:6].[N:35]1[CH:40]=[CH:39][CH:38]=[CH:37][C:36]=1[CH2:41][NH2:42]. (4) Given the product [F:23][C:20]1[CH:19]=[N:18][C:17]([C@@H:15]([NH:14][C:4]2[N:3]=[C:2]([NH:30][C:28]3[S:29][C:25]([CH3:24])=[CH:26][N:27]=3)[N:7]=[C:6]([N:8]3[CH2:13][CH2:12][O:11][CH2:10][CH2:9]3)[N:5]=2)[CH3:16])=[N:22][CH:21]=1, predict the reactants needed to synthesize it. The reactants are: Cl[C:2]1[N:7]=[C:6]([N:8]2[CH2:13][CH2:12][O:11][CH2:10][CH2:9]2)[N:5]=[C:4]([NH:14][C@H:15]([C:17]2[N:22]=[CH:21][C:20]([F:23])=[CH:19][N:18]=2)[CH3:16])[N:3]=1.[CH3:24][C:25]1[S:29][C:28]([NH2:30])=[N:27][CH:26]=1.C([O-])([O-])=O.[Cs+].[Cs+]. (5) Given the product [ClH:1].[ClH:1].[NH2:13][C@@H:14]1[C:20](=[O:21])[N:19]([CH2:22][C:23]2[C:32]3[C:27](=[CH:28][CH:29]=[CH:30][CH:31]=3)[N:26]=[CH:25][C:24]=2[O:33][CH3:34])[C:18]2[CH:35]=[CH:36][CH:37]=[CH:38][C:17]=2[CH2:16][CH2:15]1, predict the reactants needed to synthesize it. The reactants are: [ClH:1].CCOCC.C(OC(=O)[NH:13][C@@H:14]1[C:20](=[O:21])[N:19]([CH2:22][C:23]2[C:32]3[C:27](=[CH:28][CH:29]=[CH:30][CH:31]=3)[N:26]=[CH:25][C:24]=2[O:33][CH3:34])[C:18]2[CH:35]=[CH:36][CH:37]=[CH:38][C:17]=2[CH2:16][CH2:15]1)(C)(C)C. (6) Given the product [C:1]([Si:5]([CH3:34])([CH3:33])[O:6][C@H:7]1[CH2:12][CH2:11][C@H:10]([N:13]2[C:18]3=[N:19][C:20]([NH:43][C:40]4[CH:41]=[CH:42][C:37]([O:36][CH3:35])=[CH:38][CH:39]=4)=[N:21][CH:22]=[C:17]3[CH2:16][N:15]([C:24]3[CH:29]=[CH:28][C:27]([O:30][CH3:31])=[CH:26][CH:25]=3)[C:14]2=[O:32])[CH2:9][CH2:8]1)([CH3:4])([CH3:3])[CH3:2], predict the reactants needed to synthesize it. The reactants are: [C:1]([Si:5]([CH3:34])([CH3:33])[O:6][C@H:7]1[CH2:12][CH2:11][C@H:10]([N:13]2[C:18]3=[N:19][C:20](Cl)=[N:21][CH:22]=[C:17]3[CH2:16][N:15]([C:24]3[CH:29]=[CH:28][C:27]([O:30][CH3:31])=[CH:26][CH:25]=3)[C:14]2=[O:32])[CH2:9][CH2:8]1)([CH3:4])([CH3:3])[CH3:2].[CH3:35][O:36][C:37]1[CH:42]=[CH:41][C:40]([NH2:43])=[CH:39][CH:38]=1. (7) Given the product [CH:19]([O:1][C:2]1[CH:3]=[C:4]([CH:7]=[CH:8][C:9]=1[O:10][CH3:11])[CH:5]=[O:6])([CH3:21])[CH3:20], predict the reactants needed to synthesize it. The reactants are: [OH:1][C:2]1[CH:3]=[C:4]([CH:7]=[CH:8][C:9]=1[O:10][CH3:11])[CH:5]=[O:6].C(=O)([O-])[O-].[K+].[K+].I[CH:19]([CH3:21])[CH3:20].O.